Dataset: Full USPTO retrosynthesis dataset with 1.9M reactions from patents (1976-2016). Task: Predict the reactants needed to synthesize the given product. (1) Given the product [C:20]([O:24][C:25](=[O:26])[CH2:27][C:28]([N:57]1[CH2:56][CH2:55][N:54]([C:52](=[O:53])[C:47]2[CH:48]=[CH:49][CH:50]=[CH:51][C:46]=2[Br:45])[CH2:59][CH2:58]1)=[O:30])([CH3:21])([CH3:22])[CH3:23], predict the reactants needed to synthesize it. The reactants are: C1C=CC2N(O)N=NC=2C=1.CCN(C(C)C)C(C)C.[C:20]([O:24][C:25]([CH2:27][C:28]([O-:30])=O)=[O:26])([CH3:23])([CH3:22])[CH3:21].[Li+].CCN=C=NCCCN(C)C.Cl.Cl.[Br:45][C:46]1[CH:51]=[CH:50][CH:49]=[CH:48][C:47]=1[C:52]([N:54]1[CH2:59][CH2:58][NH:57][CH2:56][CH2:55]1)=[O:53]. (2) The reactants are: [C:1]([O:5][C:6]([N:8]1[CH2:13][CH2:12][N:11]([S:14]([CH3:17])(=[O:16])=[O:15])[CH2:10][CH2:9]1)=[O:7])([CH3:4])([CH3:3])[CH3:2].C([Li])(C)(C)C.CCCCC.[Cl:28][C:29]1[CH:36]=[CH:35][C:32]([CH:33]=[O:34])=[CH:31][N:30]=1. Given the product [C:1]([O:5][C:6]([N:8]1[CH2:9][CH2:10][N:11]([S:14]([CH2:17][CH:33]([C:32]2[CH:31]=[N:30][C:29]([Cl:28])=[CH:36][CH:35]=2)[OH:34])(=[O:15])=[O:16])[CH2:12][CH2:13]1)=[O:7])([CH3:4])([CH3:3])[CH3:2], predict the reactants needed to synthesize it. (3) The reactants are: [CH3:1][NH:2][C:3]1[N:8]=[C:7]([C:9]2[CH:14]=[CH:13][CH:12]=[CH:11][N:10]=2)[CH:6]=[C:5]([C:15]2[CH:16]=[N:17][CH:18]=[C:19]([C:21]3[CH:22]=[N:23][N:24]([CH:26]4[CH2:31][CH2:30][NH:29][CH2:28][CH2:27]4)[CH:25]=3)[CH:20]=2)[CH:4]=1.I[CH:33]([CH3:35])[CH3:34]. Given the product [CH:33]([N:29]1[CH2:30][CH2:31][CH:26]([N:24]2[CH:25]=[C:21]([C:19]3[CH:20]=[C:15]([C:5]4[CH:4]=[C:3]([NH:2][CH3:1])[N:8]=[C:7]([C:9]5[CH:14]=[CH:13][CH:12]=[CH:11][N:10]=5)[CH:6]=4)[CH:16]=[N:17][CH:18]=3)[CH:22]=[N:23]2)[CH2:27][CH2:28]1)([CH3:35])[CH3:34], predict the reactants needed to synthesize it. (4) The reactants are: [Cl:1][C:2]1[N:10]=[C:9]2[C:5]([N:6]=[C:7]([CH2:13][N:14]3[CH2:24][CH2:23]C4(C(=O)NCC4)[CH2:16][CH2:15]3)[N:8]2[CH2:11]C)=[C:4]([N:25]2[CH2:30][CH2:29][O:28][CH2:27][CH2:26]2)[N:3]=1.ClC1N=C2C(N=C(C=O)N2C)=C(N2CCOCC2)N=1.[N:50]1([C:56]([CH3:61])([CH3:60])[C:57]([NH2:59])=[O:58])CCNCC1. Given the product [Cl:1][C:2]1[N:10]=[C:9]2[C:5]([N:6]=[C:7]([CH2:13][N:14]3[CH2:15][CH2:16][N:50]([C:56]([CH3:61])([CH3:60])[C:57]([NH2:59])=[O:58])[CH2:23][CH2:24]3)[N:8]2[CH3:11])=[C:4]([N:25]2[CH2:30][CH2:29][O:28][CH2:27][CH2:26]2)[N:3]=1, predict the reactants needed to synthesize it.